From a dataset of Experimentally validated miRNA-target interactions with 360,000+ pairs, plus equal number of negative samples. Binary Classification. Given a miRNA mature sequence and a target amino acid sequence, predict their likelihood of interaction. (1) The miRNA is hsa-miR-450a-1-3p with sequence AUUGGGAACAUUUUGCAUGUAU. The protein sequence of the target gene is MPLFTANPFEQDVEKATNEYNTTEDWSLIMDICDKVGSTPNGAKDCLKAIMKRVNHKVPHVALQALTLLGACVANCGKIFHLEVCSRDFATEVRAVIKNKAHPKVCEKLKSLMVEWSEEFQKDPQFSLISATIKSMKEEGITFPPAGSQTVSAAAKNGTSSNKNKEDEDIAKAIELSLQEQKQQHTETKSLYPSSEIQLNNKVARKVRALYDFEAVEDNELTFKHGEIIIVLDDSDANWWKGENHRGIGLFPSNFVTTNLNIETEAAAVDKLNVIDDDVEEIKKSEPEPVYIDEDKMDRA.... Result: 0 (no interaction). (2) The miRNA is mmu-miR-669b-5p with sequence AGUUUUGUGUGCAUGUGCAUGU. The protein sequence of the target gene is METESETSSLGDDSVFWLDCEGVTQLTDGDEEEREESFRKMKSSIHSEEDDFVPELHRNVHPRERPDWEETLSAMARGADVPEIPGDLTLKSCGSTASTKVKHVKKLPFTKGHFPKMAECAHFHYENVEFGSIQLSLSEEQNEVMKNGCESKELVYLVQIACQGKSWIVKRSYEDFRVLDKHLHLCIYDRRFSQLTELPRSDVLKDSPESVTQMLTAYLSRLSTIAGNKINCGPALTWMEIDNKGNHLLVHEESSINTPAVGAAHVIKRYTARAPDELTLEVGDIVSVIDMPPKVLSTWW.... Result: 0 (no interaction). (3) Result: 0 (no interaction). The miRNA is bta-miR-146a with sequence UGAGAACUGAAUUCCAUAGGUUGU. The protein sequence of the target gene is MQQESERCRVRARRPDMALYVPKARRGAVLLKTGDEEESCGSPNSVVKEKQKESSLSQKEVFKDKPEARRLNINPDRKEHNCREEKKSSTKLRMDTCLQKTNRVCSKRGTTESKEVLSQGQQQGAPNAGVITNAPLQRHFKPKKVECLEVETTDVTGHERILLSQACLEISEAQVPSKPFQNVEFCDFSRHEPDGEAFEDKDLEGRIETDTKVLEILYEFPRVFSSVMKPENMIVPIKLSSDSEIVQQSMQTSDGILNPSSGGITTTSVPGSPDGVFDQTCVDFEVESVGGIANSTGFIL.... (4) The miRNA is hsa-miR-495-3p with sequence AAACAAACAUGGUGCACUUCUU. The protein sequence of the target gene is MESNKDEAERCISIALKAIQSNQPDRALRFLEKAQRLYPTPRVRALIESLNQKPQTAGDQPPPTDTTHATHRKAGGTDAPSANGEAGGESTKGYTAEQVAAVKRVKQCKDYYEILGVSRGASDEDLKKAYRRLALKFHPDKNHAPGATEAFKAIGTAYAVLSNPEKRKQYDQFGDDKSQAARHGHGHGDFHRGFEADISPEDLFNMFFGGGFPSSNVHVYSNGRMRYTYQQRQDRRDNQGDGGLGVFVQLMPILILILVSALSQLMVSSPPYSLSPRPSVGHIHRRVTDHLGVVYYVGDT.... Result: 0 (no interaction). (5) The miRNA is hsa-miR-3616-5p with sequence AUGAAGUGCACUCAUGAUAUGU. The protein sequence of the target gene is MVAAAMLLRSCPVLSQGPTGLLGKVAKTYQFLFSIGRCPILATQGPTCSQIHLKATKAGGDSPSWAKSHCPFMLSELQDRKSKIVQRAAPEVQEDVKTFKTDLLSTMDSTTRSHSFPSFQEPEQTEGAVPHLIQNNMTGSQAFGYDQFFRDKIMEKKQDHTYRVFKTVNRWANAYPFAQHFSEASMASKDVSVWCSNDYLGISRHPRVLQAIEETLKNHGAGAGGTRNISGTSKFHVELEQELAELHQKDSALLFSSCFVANDSTLFTLAKLLPGCEIYSDAGNHASMIQGIRNSGAAKF.... Result: 0 (no interaction).